Dataset: Forward reaction prediction with 1.9M reactions from USPTO patents (1976-2016). Task: Predict the product of the given reaction. (1) Given the reactants [OH:1][CH:2]([CH2:25][N:26]1[CH2:31][CH2:30][CH2:29][CH2:28][CH2:27]1)[CH2:3][O:4][C:5]1[CH:6]=[C:7]([CH:22]=[CH:23][CH:24]=1)[CH2:8][N:9]([CH3:21])[CH2:10][C:11]([C:13]1[CH:18]=[CH:17][C:16]([O:19][CH3:20])=[CH:15][CH:14]=1)=O.OCCCOC1C=C(C=CC=1)CN(C)CC(C1C=CC(OC)=CC=1)=O, predict the reaction product. The product is: [CH3:20][O:19][C:16]1[CH:17]=[CH:18][C:13]([CH:11]2[C:22]3[C:7](=[CH:6][C:5]([O:4][CH2:3][CH:2]([OH:1])[CH2:25][N:26]4[CH2:31][CH2:30][CH2:29][CH2:28][CH2:27]4)=[CH:24][CH:23]=3)[CH2:8][N:9]([CH3:21])[CH2:10]2)=[CH:14][CH:15]=1. (2) Given the reactants [CH3:1][O:2][C:3]([C:5]1[C:6]([OH:24])=[C:7]2[C:12](=[CH:13][N:14]=1)[N:11]([CH2:15][C:16]1[CH:21]=[CH:20][CH:19]=[CH:18][CH:17]=1)[C:10](=[O:22])[C:9](Br)=[CH:8]2)=[O:4].[N:25]1[O:29][N:28]=[C:27]2[CH:30]=[C:31](B(O)O)[CH:32]=[CH:33][C:26]=12.[O-]P([O-])([O-])=O.[K+].[K+].[K+].O.COC1C=CC=C(OC)C=1C1C=CC=CC=1P(C1CCCCC1)C1CCCCC1.Cl, predict the reaction product. The product is: [CH3:1][O:2][C:3]([C:5]1[C:6]([OH:24])=[C:7]2[C:12](=[CH:13][N:14]=1)[N:11]([CH2:15][C:16]1[CH:21]=[CH:20][CH:19]=[CH:18][CH:17]=1)[C:10](=[O:22])[C:9]([C:31]1[CH:32]=[CH:33][C:26]3[C:27]([CH:30]=1)=[N:28][O:29][N:25]=3)=[CH:8]2)=[O:4]. (3) Given the reactants [F:1][C:2]1[CH:7]=[CH:6][C:5]([C:8]2[NH:12][N:11]=[CH:10][C:9]=2[C:13]2[S:14][CH:15]=[C:16]([CH2:18][C:19]([OH:21])=O)[N:17]=2)=[CH:4][CH:3]=1.CCN=C=N[CH2:27][CH2:28][CH2:29][N:30](C)C.C1C=CC2N(O)N=NC=2C=1.[O:43]1[CH2:48]CC(CCN)[CH2:45][CH2:44]1, predict the reaction product. The product is: [F:1][C:2]1[CH:3]=[CH:4][C:5]([C:8]2[NH:12][N:11]=[CH:10][C:9]=2[C:13]2[S:14][CH:15]=[C:16]([CH2:18][C:19]([NH:30][CH2:29][CH:28]3[CH2:27][CH2:48][O:43][CH2:44][CH2:45]3)=[O:21])[N:17]=2)=[CH:6][CH:7]=1. (4) Given the reactants [C:1]([NH:4][C:5]1[CH:21]=[CH:20][C:8]([O:9][CH2:10][CH2:11][C:12]([CH3:19])([CH3:18])[C:13]([O:15][CH2:16][CH3:17])=[O:14])=[CH:7][C:6]=1[NH2:22])(=[O:3])[CH3:2].CS(O[CH2:28][C:29]1[C:34]([Cl:35])=[CH:33][C:32]([C:36]([F:39])([F:38])[F:37])=[CH:31][N:30]=1)(=O)=O.C([O-])([O-])=O.[K+].[K+].[Na+].[I-], predict the reaction product. The product is: [C:1]([NH:4][C:5]1[CH:21]=[CH:20][C:8]([O:9][CH2:10][CH2:11][C:12]([CH3:18])([CH3:19])[C:13]([O:15][CH2:16][CH3:17])=[O:14])=[CH:7][C:6]=1[NH:22][CH2:28][C:29]1[C:34]([Cl:35])=[CH:33][C:32]([C:36]([F:39])([F:37])[F:38])=[CH:31][N:30]=1)(=[O:3])[CH3:2]. (5) Given the reactants [N+:1]([C:4]1[CH:5]=[C:6]([CH:10]=[CH:11][CH:12]=1)[C:7]([OH:9])=[O:8])([O-:3])=[O:2].[N+](=[CH2:15])=[N-].CO, predict the reaction product. The product is: [N+:1]([C:4]1[CH:5]=[C:6]([CH:10]=[CH:11][CH:12]=1)[C:7]([O:9][CH3:15])=[O:8])([O-:3])=[O:2]. (6) Given the reactants [Br:1][CH2:2][CH2:3][CH2:4][CH2:5][CH2:6][CH2:7][CH2:8][CH2:9][CH2:10][CH2:11][CH2:12][CH2:13][CH2:14][CH2:15][CH2:16][C:17]([OH:19])=[O:18].[CH3:20]OC(OC)OC, predict the reaction product. The product is: [CH3:20][O:18][C:17](=[O:19])[CH2:16][CH2:15][CH2:14][CH2:13][CH2:12][CH2:11][CH2:10][CH2:9][CH2:8][CH2:7][CH2:6][CH2:5][CH2:4][CH2:3][CH2:2][Br:1]. (7) Given the reactants CS([O:5][CH2:6][C:7]1[C:8]([C:16]2[CH:21]=[CH:20][C:19]([CH2:22][CH3:23])=[CH:18][CH:17]=2)=[N:9][S:10][C:11]=1[C:12]([F:15])([F:14])[F:13])(=O)=O.[F:24][C:25]1[CH:26]=[C:27]([CH2:33][CH2:34][C:35]([O:37][C:38]([CH3:41])([CH3:40])[CH3:39])=[O:36])[CH:28]=[C:29]([F:32])[C:30]=1O.C(=O)([O-])[O-].[K+].[K+], predict the reaction product. The product is: [CH2:22]([C:19]1[CH:20]=[CH:21][C:16]([C:8]2[C:7]([CH2:6][O:5][C:30]3[C:29]([F:32])=[CH:28][C:27]([CH2:33][CH2:34][C:35]([O:37][C:38]([CH3:40])([CH3:39])[CH3:41])=[O:36])=[CH:26][C:25]=3[F:24])=[C:11]([C:12]([F:15])([F:14])[F:13])[S:10][N:9]=2)=[CH:17][CH:18]=1)[CH3:23]. (8) Given the reactants [CH2:1]([O:7][C:8]1[CH:16]=[CH:15][C:11]([C:12](Cl)=[O:13])=[CH:10]C=1)[CH2:2][CH2:3][CH2:4][CH2:5][CH3:6].[CH3:17][C:18]([CH3:23])([CH3:22])[CH2:19][CH2:20][NH2:21].O.OC1C2N=N[NH:31]C=2C=CC=1, predict the reaction product. The product is: [CH3:17][C:18]([CH3:23])([CH3:22])[CH2:19][CH2:20][NH:21][C:12]([C:11]1[CH:10]=[N:31][C:8]([O:7][CH2:1][CH2:2][CH2:3][CH2:4][CH2:5][CH3:6])=[CH:16][CH:15]=1)=[O:13]. (9) Given the reactants [C:1]1([P:7](N=[N+]=[N-])([C:9]2[CH:14]=[CH:13][CH:12]=[CH:11][CH:10]=2)=O)[CH:6]=[CH:5][CH:4]=[CH:3][CH:2]=1.N12CCCN=[C:24]1[CH2:23][CH2:22][CH2:21][CH2:20][CH2:19]2.C1(C)C=CC=CC=1, predict the reaction product. The product is: [C:1]1([P:7]([C:19]2[CH:20]=[CH:21][CH:22]=[CH:23][CH:24]=2)[C:9]2[CH:14]=[CH:13][CH:12]=[CH:11][CH:10]=2)[CH:6]=[CH:5][CH:4]=[CH:3][CH:2]=1. (10) The product is: [CH:1]1([CH2:4][NH:5][C:13]2[CH:18]=[C:17]([C:19]3[O:20][CH:21]=[C:22]([C:24]([NH:25][C:26]4[C:27]([N:32]5[CH2:36][CH2:35][N:34]([CH2:37][CH2:38][OH:39])[C:33]5=[O:40])=[N:28][N:29]([CH3:31])[CH:30]=4)=[O:41])[N:23]=3)[CH:16]=[CH:15][N:14]=2)[CH2:2][CH2:3]1. Given the reactants [CH:1]1([CH2:4][N:5]([C:13]2[CH:18]=[C:17]([C:19]3[O:20][CH:21]=[C:22]([C:24](=[O:41])[NH:25][C:26]4[C:27]([N:32]5[CH2:36][CH2:35][N:34]([CH2:37][CH2:38][OH:39])[C:33]5=[O:40])=[N:28][N:29]([CH3:31])[CH:30]=4)[N:23]=3)[CH:16]=[CH:15][N:14]=2)C(=O)OC(C)(C)C)[CH2:3][CH2:2]1.C(OC(=O)C)C.Cl, predict the reaction product.